This data is from Full USPTO retrosynthesis dataset with 1.9M reactions from patents (1976-2016). The task is: Predict the reactants needed to synthesize the given product. (1) Given the product [NH2:11][C:9]1[N:8]=[CH:7][N:6]=[C:5]2[N:4]([CH2:19][CH2:20][OH:21])[N:3]=[C:2]([I:1])[C:10]=12, predict the reactants needed to synthesize it. The reactants are: [I:1][C:2]1[C:10]2[C:5](=[N:6][CH:7]=[N:8][C:9]=2[NH2:11])[NH:4][N:3]=1.C(=O)([O-])[O-].[Cs+].[Cs+].Br[CH2:19][CH2:20][OH:21]. (2) Given the product [CH3:1][O:2][C:3]1[N:4]=[C:5]2[C:10](=[CH:11][CH:12]=1)[N:9]=[CH:8][CH:7]=[C:6]2[CH2:13][CH2:14][N:15]1[CH2:16][CH2:17][N:18]([NH2:21])[CH2:19][CH2:20]1, predict the reactants needed to synthesize it. The reactants are: [CH3:1][O:2][C:3]1[CH:12]=[CH:11][C:10]2[C:5](=[C:6]([CH2:13][CH2:14][N:15]3[CH2:20][CH2:19][N:18]([N:21]=O)[CH2:17][CH2:16]3)[CH:7]=[CH:8][N:9]=2)[N:4]=1.[H-].[H-].[H-].[H-].[Li+].[Al+3]. (3) Given the product [O:1]=[C:2]1[CH:6]=[C:5]([C@H:7]2[CH2:12][CH2:11][N:10]([C:13]([O:15][CH3:16])=[O:14])[C@@H:9]([C:17]3[CH:22]=[CH:21][CH:20]=[C:19]([C:23]([F:26])([F:24])[F:25])[CH:18]=3)[CH2:8]2)[O:4][NH:3]1.[O:1]=[C:2]1[CH:6]=[C:5]([C@@H:7]2[CH2:12][CH2:11][N:10]([C:13]([O:15][CH3:16])=[O:14])[C@H:9]([C:17]3[CH:22]=[CH:21][CH:20]=[C:19]([C:23]([F:26])([F:24])[F:25])[CH:18]=3)[CH2:8]2)[O:4][NH:3]1, predict the reactants needed to synthesize it. The reactants are: [O:1]=[C:2]1[CH:6]=[C:5]([C@H:7]2[CH2:12][CH2:11][N:10]([C:13]([O:15][CH3:16])=[O:14])[C@@H:9]([C:17]3[CH:22]=[CH:21][CH:20]=[C:19]([C:23]([F:26])([F:25])[F:24])[CH:18]=3)[CH2:8]2)[O:4][NH:3]1.CCCCCCC.CC(O)C. (4) Given the product [ClH:17].[CH3:1][O:2][C:3](=[O:16])[C:4]1[CH:5]=[CH:6][C:7]([C:10](=[O:15])[CH2:11][NH2:12])=[CH:8][CH:9]=1, predict the reactants needed to synthesize it. The reactants are: [CH3:1][O:2][C:3](=[O:16])[C:4]1[CH:9]=[CH:8][C:7]([C:10](=[O:15])[CH2:11][N:12]=[N+]=[N-])=[CH:6][CH:5]=1.[ClH:17].[H][H].